From a dataset of Forward reaction prediction with 1.9M reactions from USPTO patents (1976-2016). Predict the product of the given reaction. (1) Given the reactants C([O:8][C:9]1[CH:36]=[CH:35][C:34]([C:37]2[CH:42]=[CH:41][CH:40]=[CH:39][N:38]=2)=[CH:33][C:10]=1[C:11]([NH:13][C:14]1[CH:26]=[C:25]([C:27]2[CH:32]=[CH:31][CH:30]=[CH:29][CH:28]=2)[CH:24]=[CH:23][C:15]=1[C:16]([O:18][C:19]([CH3:22])([CH3:21])[CH3:20])=[O:17])=[O:12])C1C=CC=CC=1, predict the reaction product. The product is: [OH:8][C:9]1[CH:36]=[CH:35][C:34]([C:37]2[CH:42]=[CH:41][CH:40]=[CH:39][N:38]=2)=[CH:33][C:10]=1[C:11]([NH:13][C:14]1[CH:26]=[C:25]([C:27]2[CH:32]=[CH:31][CH:30]=[CH:29][CH:28]=2)[CH:24]=[CH:23][C:15]=1[C:16]([O:18][C:19]([CH3:22])([CH3:21])[CH3:20])=[O:17])=[O:12]. (2) Given the reactants [C:1]([O:5][C:6](=[O:20])[NH:7][C:8]1[CH:13]=[C:12]([O:14][CH2:15][CH3:16])[CH:11]=[CH:10][C:9]=1[N+:17]([O-])=O)([CH3:4])([CH3:3])[CH3:2], predict the reaction product. The product is: [C:1]([O:5][C:6](=[O:20])[NH:7][C:8]1[CH:13]=[C:12]([O:14][CH2:15][CH3:16])[CH:11]=[CH:10][C:9]=1[NH2:17])([CH3:3])([CH3:2])[CH3:4]. (3) Given the reactants [Br:1][C:2]1[C:10]2[C:5](=[CH:6][CH:7]=[C:8]([NH:11][C:12]([C:14]3[CH:19]([C:20]4[CH:25]=[CH:24][C:23]([Cl:26])=[C:22]([O:27]C)[CH:21]=4)[CH2:18][C:17](=[O:29])[NH:16][C:15]=3[CH3:30])=[O:13])[CH:9]=2)[NH:4][N:3]=1.B(Cl)(Cl)Cl, predict the reaction product. The product is: [Br:1][C:2]1[C:10]2[C:5](=[CH:6][CH:7]=[C:8]([NH:11][C:12]([C:14]3[CH:19]([C:20]4[CH:25]=[CH:24][C:23]([Cl:26])=[C:22]([OH:27])[CH:21]=4)[CH2:18][C:17](=[O:29])[NH:16][C:15]=3[CH3:30])=[O:13])[CH:9]=2)[NH:4][N:3]=1. (4) Given the reactants [C:1]([NH:5][C:6](=[O:39])[CH2:7][O:8][C:9]1[CH:10]=[CH:11][C:12]2[O:16][C:15]([NH:17][CH:18]3[CH2:23][CH2:22][N:21]([CH2:24][C:25]4[CH:30]=[C:29]([O:31][CH2:32][CH3:33])[C:28](F)=[C:27]([O:35][CH2:36][CH3:37])[CH:26]=4)[CH2:20][CH2:19]3)=[N:14][C:13]=2[CH:38]=1)([CH3:4])([CH3:3])[CH3:2].C(OC1C=C(C=O)C=C(OCC)C=1[C:54]1[CH:59]=[CH:58][C:57]([F:60])=[CH:56][CH:55]=1)C.C([BH3-])#N.[Na+].C(N(C(C)C)C(C)C)C, predict the reaction product. The product is: [C:1]([NH:5][C:6](=[O:39])[CH2:7][O:8][C:9]1[CH:10]=[CH:11][C:12]2[O:16][C:15]([NH:17][CH:18]3[CH2:23][CH2:22][N:21]([CH2:24][C:25]4[CH:26]=[C:27]([O:35][CH2:36][CH3:37])[C:28]([C:54]5[CH:59]=[CH:58][C:57]([F:60])=[CH:56][CH:55]=5)=[C:29]([O:31][CH2:32][CH3:33])[CH:30]=4)[CH2:20][CH2:19]3)=[N:14][C:13]=2[CH:38]=1)([CH3:2])([CH3:4])[CH3:3]. (5) Given the reactants [Cl:1][C:2]1[CH:7]=[CH:6][C:5]([C@H:8]2[C@@H:12]([C:13]3[CH:18]=[CH:17][C:16]([Cl:19])=[CH:15][CH:14]=3)[N:11]([C:20](Cl)=[O:21])[C:10]([C:23]3[CH:28]=[CH:27][C:26]([C:29]([CH3:33])([CH3:32])[CH2:30][OH:31])=[CH:25][C:24]=3[O:34][CH2:35][CH3:36])=[N:9]2)=[CH:4][CH:3]=1.[CH3:37][O:38][N:39]([CH3:49])[C:40](=[O:48])[CH2:41][N:42]1[CH2:47][CH2:46][NH:45][CH2:44][CH2:43]1, predict the reaction product. The product is: [ClH:1].[Cl:1][C:2]1[CH:7]=[CH:6][C:5]([C@H:8]2[C@@H:12]([C:13]3[CH:14]=[CH:15][C:16]([Cl:19])=[CH:17][CH:18]=3)[N:11]([C:20]([N:45]3[CH2:44][CH2:43][N:42]([CH2:41][C:40]([N:39]([O:38][CH3:37])[CH3:49])=[O:48])[CH2:47][CH2:46]3)=[O:21])[C:10]([C:23]3[CH:28]=[CH:27][C:26]([C:29]([CH3:33])([CH3:32])[CH2:30][OH:31])=[CH:25][C:24]=3[O:34][CH2:35][CH3:36])=[N:9]2)=[CH:4][CH:3]=1. (6) The product is: [CH3:25][O:26][C:27]1[CH:28]=[C:29]2[C:33](=[CH:34][CH:35]=1)[N:32]([CH3:36])[CH:31]=[C:30]2[C:2]1[NH:14][C:5]2=[N:6][CH:7]=[C:8]3[CH:12]=[N:11][N:10]([CH3:13])[C:9]3=[C:4]2[CH:3]=1. Given the reactants I[C:2]1[N:14](S(C2C=CC(C)=CC=2)(=O)=O)[C:5]2=[N:6][CH:7]=[C:8]3[CH:12]=[N:11][N:10]([CH3:13])[C:9]3=[C:4]2[CH:3]=1.[CH3:25][O:26][C:27]1[CH:28]=[C:29]2[C:33](=[CH:34][CH:35]=1)[N:32]([CH3:36])[CH:31]=[C:30]2B1OC(C)(C)C(C)(C)O1.C([O-])([O-])=O.[Na+].[Na+].[OH-].[Na+], predict the reaction product. (7) Given the reactants C1(=O)OC(=O)C=C1.CC(N=NC(C#N)(C)C)(C#N)C.[CH2:20]=[CH:21][C:22]1[CH:27]=[CH:26][CH:25]=[CH:24][CH:23]=1.[CH2:28]([O:32][C:33](=[O:36])[CH:34]=[CH2:35])[CH2:29][CH2:30][CH3:31], predict the reaction product. The product is: [CH2:20]=[CH:21][C:22]1[CH:27]=[CH:26][CH:25]=[CH:24][CH:23]=1.[CH2:28]([O:32][C:33](=[O:36])[CH:34]=[CH2:35])[CH2:29][CH2:30][CH3:31]. (8) The product is: [CH3:1][O:2][C:3]1[CH:8]=[CH:7][CH:6]=[CH:5][C:4]=1[N:9]1[C:17](=[O:18])[NH:16][C:15]2[C:10]1=[N:11][C:12]([NH:24][CH2:25][C@H:26]1[CH2:30][CH2:29][CH2:28][NH:27]1)=[N:13][C:14]=2[C:19]([NH2:38])=[O:21]. Given the reactants [CH3:1][O:2][C:3]1[CH:8]=[CH:7][CH:6]=[CH:5][C:4]=1[N:9]1[C:17](=[O:18])[NH:16][C:15]2[C:10]1=[N:11][C:12]([NH:24][CH2:25][C@H:26]1[CH2:30][CH2:29][CH2:28][NH:27]1)=[N:13][C:14]=2[C:19]([O:21]CC)=O.C(OC([N:38]1CCC[C@@H]1CNC1N=C2C(NC(=O)N2C2C=CC=CC=2OC)=C(C(OCC)=O)N=1)=O)(C)(C)C.FC(F)(F)C(O)=O, predict the reaction product. (9) Given the reactants C[O:2][C:3]1[CH:4]=[C:5]2[C:16](=[CH:17][CH:18]=1)[C:8]1[N:9]([CH2:12][CH:13]([NH2:15])[CH3:14])[N:10]=[CH:11][C:7]=1[CH2:6]2.[B-](Br)(Br)(Br)[S+](C)C.C1COCC1.C([O-])(O)=O.[Na+], predict the reaction product. The product is: [NH2:15][CH:13]([CH3:14])[CH2:12][N:9]1[C:8]2[C:16]3[C:5]([CH2:6][C:7]=2[CH:11]=[N:10]1)=[CH:4][C:3]([OH:2])=[CH:18][CH:17]=3.